This data is from Full USPTO retrosynthesis dataset with 1.9M reactions from patents (1976-2016). The task is: Predict the reactants needed to synthesize the given product. (1) Given the product [C:33]([O:37][C:38](=[O:45])[NH:39][C@H:40]1[CH2:44][CH2:43][N:42]([CH2:31][C:3]2[C:2]([Cl:1])=[C:11]3[C:6]([C:7](=[O:26])[N:8]([CH2:13][C:14]4[CH:19]=[C:18]([Cl:20])[CH:17]=[CH:16][C:15]=4[S:21]([CH2:24][CH3:25])(=[O:22])=[O:23])[C:9](=[O:12])[NH:10]3)=[CH:5][C:4]=2[C:27]([F:29])([F:30])[F:28])[CH2:41]1)([CH3:36])([CH3:34])[CH3:35], predict the reactants needed to synthesize it. The reactants are: [Cl:1][C:2]1[C:3]([CH:31]=O)=[C:4]([C:27]([F:30])([F:29])[F:28])[CH:5]=[C:6]2[C:11]=1[NH:10][C:9](=[O:12])[N:8]([CH2:13][C:14]1[CH:19]=[C:18]([Cl:20])[CH:17]=[CH:16][C:15]=1[S:21]([CH2:24][CH3:25])(=[O:23])=[O:22])[C:7]2=[O:26].[C:33]([O:37][C:38](=[O:45])[NH:39][C@H:40]1[CH2:44][CH2:43][NH:42][CH2:41]1)([CH3:36])([CH3:35])[CH3:34]. (2) The reactants are: [NH2:1][NH:2][C:3]([C:5]1[C:10]([Br:11])=[CH:9][CH:8]=[CH:7][N:6]=1)=[NH:4].[F:12][C:13]1[CH:18]=[C:17]([CH:19]=O)[CH:16]=[CH:15][C:14]=1[C:21]1[CH:26]=[CH:25][CH:24]=[CH:23][CH:22]=1. Given the product [Br:11][C:10]1[C:5]([C:3]2[N:4]=[C:19]([C:17]3[CH:16]=[CH:15][C:14]([C:21]4[CH:26]=[CH:25][CH:24]=[CH:23][CH:22]=4)=[C:13]([F:12])[CH:18]=3)[NH:1][N:2]=2)=[N:6][CH:7]=[CH:8][CH:9]=1, predict the reactants needed to synthesize it. (3) Given the product [Cl:11][C:5]1[CH:6]=[C:7]([Cl:10])[CH:8]=[CH:9][C:4]=1[C:3]#[CH:2], predict the reactants needed to synthesize it. The reactants are: Br[C:2](Br)=[CH:3][C:4]1[CH:9]=[CH:8][C:7]([Cl:10])=[CH:6][C:5]=1[Cl:11].C([Li])CCC. (4) Given the product [C:1]([C:5]1[N:10]=[C:9]([CH3:11])[N:8]=[C:7]([N:12]2[CH2:13][CH2:14][N:15]([CH2:18][CH2:19][CH2:20][CH2:21][NH:22][C:28]([N:44]3[CH2:45][CH2:46][N:41]([C:35]4[CH:40]=[CH:39][CH:38]=[CH:37][CH:36]=4)[CH2:42][CH2:43]3)=[O:29])[CH2:16][CH2:17]2)[CH:6]=1)([CH3:4])([CH3:2])[CH3:3], predict the reactants needed to synthesize it. The reactants are: [C:1]([C:5]1[N:10]=[C:9]([CH3:11])[N:8]=[C:7]([N:12]2[CH2:17][CH2:16][N:15]([CH2:18][CH2:19][CH2:20][CH2:21][NH2:22])[CH2:14][CH2:13]2)[CH:6]=1)([CH3:4])([CH3:3])[CH3:2].C1N=CN([C:28](N2C=NC=C2)=[O:29])C=1.[C:35]1([N:41]2[CH2:46][CH2:45][NH:44][CH2:43][CH2:42]2)[CH:40]=[CH:39][CH:38]=[CH:37][CH:36]=1. (5) Given the product [Cl:56][C:57]1[CH:62]=[CH:61][C:60]([O:5][C:6]2[CH:7]=[C:8]3[C:12](=[CH:13][CH:14]=2)[N:11]([C:15]2[CH:20]=[CH:19][C:18]([CH3:21])=[C:17]([N+:22]([O-:24])=[O:23])[CH:16]=2)[C:10]([C:25]([OH:27])=[O:26])=[CH:9]3)=[CH:59][CH:58]=1, predict the reactants needed to synthesize it. The reactants are: ClC1C=C(C=CC=1)[O:5][C:6]1[CH:7]=[C:8]2[C:12](=[CH:13][CH:14]=1)[N:11]([C:15]1[CH:20]=[CH:19][C:18]([CH3:21])=[C:17]([N+:22]([O-:24])=[O:23])[CH:16]=1)[C:10]([C:25]([OH:27])=[O:26])=[CH:9]2.C(OC(C1N(C2C=CC(C)=C([N+]([O-])=O)C=2)C2C(C=1)=CC(O)=CC=2)=O)C.[Cl:56][C:57]1[CH:62]=[CH:61][C:60](B(O)O)=[CH:59][CH:58]=1. (6) The reactants are: [OH:1][CH2:2][CH2:3][O:4][C:5]([C:7]1[N:8]([CH2:24][C:25]2[CH:30]=[CH:29][C:28]([C:31]([F:34])([F:33])[F:32])=[CH:27][CH:26]=2)[CH:9]=[C:10]([NH:12][C:13]([NH:15][C:16]2[CH:21]=[CH:20][C:19]([Cl:22])=[CH:18][C:17]=2[CH3:23])=[O:14])[N:11]=1)=[O:6].C(N(CC)CC)C.[Br:42][CH2:43][C:44](Cl)=[O:45].C(=O)(O)[O-].[Na+]. Given the product [Br:42][CH2:43][C:44]([O:1][CH2:2][CH2:3][O:4][C:5]([C:7]1[N:8]([CH2:24][C:25]2[CH:26]=[CH:27][C:28]([C:31]([F:33])([F:32])[F:34])=[CH:29][CH:30]=2)[CH:9]=[C:10]([NH:12][C:13]([NH:15][C:16]2[CH:21]=[CH:20][C:19]([Cl:22])=[CH:18][C:17]=2[CH3:23])=[O:14])[N:11]=1)=[O:6])=[O:45], predict the reactants needed to synthesize it.